Predict the product of the given reaction. From a dataset of Forward reaction prediction with 1.9M reactions from USPTO patents (1976-2016). (1) Given the reactants [O:1]=[S:2]1(=[O:41])[C:8]2[CH:9]=[CH:10][C:11]([O:13][C:14]3[CH:15]=[C:16]([CH:26]=[C:27]([O:29][C@@H:30]([CH3:33])[CH2:31][OH:32])[CH:28]=3)[C:17]([NH:19][C:20]3[CH:24]=[CH:23][N:22]([CH3:25])[N:21]=3)=[O:18])=[CH:12][C:7]=2[O:6][CH2:5][CH2:4][N:3]1CC1C=CC=CC=1, predict the reaction product. The product is: [O:41]=[S:2]1(=[O:1])[C:8]2[CH:9]=[CH:10][C:11]([O:13][C:14]3[CH:15]=[C:16]([CH:26]=[C:27]([O:29][C@@H:30]([CH3:33])[CH2:31][OH:32])[CH:28]=3)[C:17]([NH:19][C:20]3[CH:24]=[CH:23][N:22]([CH3:25])[N:21]=3)=[O:18])=[CH:12][C:7]=2[O:6][CH2:5][CH2:4][NH:3]1. (2) Given the reactants [OH:1][C:2]1[CH:11]=[C:10](OS(C(F)(F)F)(=O)=O)[CH:9]=[C:8]2[C:3]=1[C:4](=[O:26])[CH:5]=[C:6]([C:20]1[CH:25]=[CH:24][CH:23]=[CH:22][CH:21]=1)[O:7]2.[NH:27]1[CH2:32][CH2:31][O:30][CH2:29][CH2:28]1.C1(P(C2C=CC=CC=2)C2C=CC3C(=CC=CC=3)C=2C2C3C(=CC=CC=3)C=CC=2P(C2C=CC=CC=2)C2C=CC=CC=2)C=CC=CC=1.C(=O)([O-])[O-].[Cs+].[Cs+], predict the reaction product. The product is: [OH:1][C:2]1[CH:11]=[C:10]([N:27]2[CH2:32][CH2:31][O:30][CH2:29][CH2:28]2)[CH:9]=[C:8]2[C:3]=1[C:4](=[O:26])[CH:5]=[C:6]([C:20]1[CH:25]=[CH:24][CH:23]=[CH:22][CH:21]=1)[O:7]2. (3) Given the reactants [O:1]([CH2:8][CH2:9][O:10][C:11](=[O:21])[C:12]1[CH:20]=[CH:19][C:15]([C:16]([O-:18])=[O:17])=[CH:14][CH:13]=1)[C:2]1[CH:7]=[CH:6][CH:5]=[CH:4][CH:3]=1.C1C=CC2C([C:39]3[CH:40]=[CH:41][C:42]([OH:45])=[CH:43][CH:44]=3)([C:39]3[CH:40]=[CH:41][C:42]([OH:45])=[CH:43][CH:44]=3)OC(=O)C=2C=1.[OH-].[K+].[CH3:48][C:49](C)=O, predict the reaction product. The product is: [O:1]([CH2:8][CH2:9][O:10][C:11](=[O:21])[C:12]1[CH:13]=[CH:14][C:15]([C:16]([O:18][CH2:48][CH2:49][O:45][C:42]2[CH:43]=[CH:44][CH:39]=[CH:40][CH:41]=2)=[O:17])=[CH:19][CH:20]=1)[C:2]1[CH:7]=[CH:6][CH:5]=[CH:4][CH:3]=1. (4) Given the reactants C(O[C:4]([C:6]1[N:11]=[C:10]([C:12]#[N:13])[C:9]2[N:14]=[C:15]([C:17]3[CH:22]=[CH:21][CH:20]=[CH:19][CH:18]=3)[S:16][C:8]=2[C:7]=1[OH:23])=[O:5])C.[NH2:24][CH2:25][C:26]([OH:28])=[O:27], predict the reaction product. The product is: [C:12]([C:10]1[C:9]2[N:14]=[C:15]([C:17]3[CH:22]=[CH:21][CH:20]=[CH:19][CH:18]=3)[S:16][C:8]=2[C:7]([OH:23])=[C:6]([C:4]([NH:24][CH2:25][C:26]([OH:28])=[O:27])=[O:5])[N:11]=1)#[N:13]. (5) Given the reactants [CH3:1][CH2:2][O:3][C:4]([C:6]1[N:18](C(OC(C)(C)C)=O)[C:9]2=[N:10][C:11]([Cl:17])=[C:12]([O:14][CH2:15][CH3:16])[CH:13]=[C:8]2[CH:7]=1)=[O:5].FC(F)(F)C(O)=O, predict the reaction product. The product is: [CH2:2]([O:3][C:4]([C:6]1[NH:18][C:9]2=[N:10][C:11]([Cl:17])=[C:12]([O:14][CH2:15][CH3:16])[CH:13]=[C:8]2[CH:7]=1)=[O:5])[CH3:1]. (6) Given the reactants [N:1]([C:4]1[C:9]([Cl:10])=[CH:8][N:7]=[CH:6][C:5]=1/[CH:11]=[N:12]/[C:13]1[C:20]([Cl:21])=[CH:19][C:16]([C:17]#[N:18])=[CH:15][C:14]=1[Cl:22])=[N+]=[N-], predict the reaction product. The product is: [Cl:22][C:14]1[CH:15]=[C:16]([CH:19]=[C:20]([Cl:21])[C:13]=1[N:12]1[CH:11]=[C:5]2[CH:6]=[N:7][CH:8]=[C:9]([Cl:10])[C:4]2=[N:1]1)[C:17]#[N:18]. (7) Given the reactants [C:1]([O:5][C:6]([NH:8][CH2:9][C:10]1[CH:11]=[C:12]([C:16]2[CH:21]=[CH:20][CH:19]=[C:18]([CH2:22][O:23][C:24]3[CH:29]=[C:28]([CH2:30][CH:31]4[CH2:33][CH2:32]4)[CH:27]=[CH:26][C:25]=3[CH2:34][C:35]([O:37]C)=[O:36])[CH:17]=2)[CH:13]=[CH:14][CH:15]=1)=[O:7])([CH3:4])([CH3:3])[CH3:2].[CH2:39]([C:43]1[CH:48]=[CH:47][C:46]([CH2:49][C:50]([O:52]C)=[O:51])=[C:45]([O:54][CH2:55][C:56]2[CH:57]=[C:58]([C:62]3[CH:67]=[CH:66][CH:65]=[C:64]([CH2:68][NH:69][C:70]([O:72][C:73]([CH3:76])([CH3:75])[CH3:74])=[O:71])[CH:63]=3)[CH:59]=[CH:60][CH:61]=2)[CH:44]=1)[CH2:40][CH:41]=[CH2:42].[OH-].[Na+].Cl, predict the reaction product. The product is: [C:1]([O:5][C:6]([NH:8][CH2:9][C:10]1[CH:11]=[C:12]([C:16]2[CH:21]=[CH:20][CH:19]=[C:18]([CH2:22][O:23][C:24]3[CH:29]=[C:28]([CH2:30][CH:31]4[CH2:32][CH2:33]4)[CH:27]=[CH:26][C:25]=3[CH2:34][C:35]([OH:37])=[O:36])[CH:17]=2)[CH:13]=[CH:14][CH:15]=1)=[O:7])([CH3:4])([CH3:2])[CH3:3].[CH2:39]([C:43]1[CH:48]=[CH:47][C:46]([CH2:49][C:50]([OH:52])=[O:51])=[C:45]([O:54][CH2:55][C:56]2[CH:57]=[C:58]([C:62]3[CH:67]=[CH:66][CH:65]=[C:64]([CH2:68][NH:69][C:70]([O:72][C:73]([CH3:76])([CH3:75])[CH3:74])=[O:71])[CH:63]=3)[CH:59]=[CH:60][CH:61]=2)[CH:44]=1)[CH2:40][CH:41]=[CH2:42]. (8) Given the reactants [OH:1][CH:2]1[CH2:22][CH2:21][C:5]2([C:9](=[O:10])[N:8]([C:11]3[CH:16]=[CH:15][C:14]([O:17][CH:18]([CH3:20])[CH3:19])=[CH:13][CH:12]=3)[CH2:7][CH2:6]2)[CH2:4][CH2:3]1.CC1(C)N([O])C(C)(C)CCC1.[Br-].[K+].C(=O)(O)[O-].[Na+], predict the reaction product. The product is: [CH:18]([O:17][C:14]1[CH:15]=[CH:16][C:11]([N:8]2[CH2:7][CH2:6][C:5]3([CH2:21][CH2:22][C:2](=[O:1])[CH2:3][CH2:4]3)[C:9]2=[O:10])=[CH:12][CH:13]=1)([CH3:20])[CH3:19]. (9) Given the reactants [H-].[Na+].[OH:3][C:4]1[CH:9]=[CH:8][C:7]([CH2:10][C:11]([O:13][CH2:14][CH3:15])=[O:12])=[CH:6][CH:5]=1.[CH2:16](Br)[C:17]1[CH:22]=[CH:21][CH:20]=[CH:19][CH:18]=1.[Cl-].[NH4+], predict the reaction product. The product is: [CH2:16]([O:3][C:4]1[CH:5]=[CH:6][C:7]([CH2:10][C:11]([O:13][CH2:14][CH3:15])=[O:12])=[CH:8][CH:9]=1)[C:17]1[CH:22]=[CH:21][CH:20]=[CH:19][CH:18]=1.